Regression. Given two drug SMILES strings and cell line genomic features, predict the synergy score measuring deviation from expected non-interaction effect. From a dataset of NCI-60 drug combinations with 297,098 pairs across 59 cell lines. (1) Drug 1: COC1=NC(=NC2=C1N=CN2C3C(C(C(O3)CO)O)O)N. Drug 2: C1=CC=C(C=C1)NC(=O)CCCCCCC(=O)NO. Cell line: MDA-MB-231. Synergy scores: CSS=-2.45, Synergy_ZIP=-3.29, Synergy_Bliss=-1.31, Synergy_Loewe=-24.3, Synergy_HSA=-9.37. (2) Drug 1: CS(=O)(=O)C1=CC(=C(C=C1)C(=O)NC2=CC(=C(C=C2)Cl)C3=CC=CC=N3)Cl. Drug 2: CC1C(C(CC(O1)OC2CC(CC3=C2C(=C4C(=C3O)C(=O)C5=CC=CC=C5C4=O)O)(C(=O)C)O)N)O. Cell line: SK-MEL-2. Synergy scores: CSS=28.7, Synergy_ZIP=-0.313, Synergy_Bliss=-2.36, Synergy_Loewe=-6.00, Synergy_HSA=-4.51. (3) Drug 1: CS(=O)(=O)CCNCC1=CC=C(O1)C2=CC3=C(C=C2)N=CN=C3NC4=CC(=C(C=C4)OCC5=CC(=CC=C5)F)Cl. Drug 2: CCC1(C2=C(COC1=O)C(=O)N3CC4=CC5=C(C=CC(=C5CN(C)C)O)N=C4C3=C2)O.Cl. Cell line: HCT116. Synergy scores: CSS=23.8, Synergy_ZIP=1.22, Synergy_Bliss=-2.47, Synergy_Loewe=-43.5, Synergy_HSA=-7.75. (4) Synergy scores: CSS=0.900, Synergy_ZIP=-0.901, Synergy_Bliss=-3.10, Synergy_Loewe=-1.58, Synergy_HSA=-2.58. Drug 2: C(CN)CNCCSP(=O)(O)O. Cell line: A498. Drug 1: CC1=C(C=C(C=C1)NC(=O)C2=CC=C(C=C2)CN3CCN(CC3)C)NC4=NC=CC(=N4)C5=CN=CC=C5. (5) Cell line: MDA-MB-435. Synergy scores: CSS=24.0, Synergy_ZIP=-6.90, Synergy_Bliss=-2.37, Synergy_Loewe=-0.966, Synergy_HSA=-0.440. Drug 1: CCC1(CC2CC(C3=C(CCN(C2)C1)C4=CC=CC=C4N3)(C5=C(C=C6C(=C5)C78CCN9C7C(C=CC9)(C(C(C8N6C=O)(C(=O)OC)O)OC(=O)C)CC)OC)C(=O)OC)O.OS(=O)(=O)O. Drug 2: C1CCC(C(C1)N)N.C(=O)(C(=O)[O-])[O-].[Pt+4].